From a dataset of Forward reaction prediction with 1.9M reactions from USPTO patents (1976-2016). Predict the product of the given reaction. The product is: [Cl:21][C:20]1[CH:19]=[N+:18]([O-:22])[CH:17]=[C:16]([Cl:23])[C:15]=1[CH2:14][C@H:13]([O:12][C:10](=[O:11])[C:9]1[CH:39]=[CH:40][C:41]([O:42][CH2:43][CH:44]2[CH2:46][CH2:45]2)=[C:7]([CH2:6][O:5][C:3](=[O:4])[CH2:2][N:47]2[CH2:52][CH2:51][CH:50]([OH:53])[CH2:49][CH2:48]2)[CH:8]=1)[C:24]1[CH:29]=[CH:28][C:27]([O:30][CH:31]([F:33])[F:32])=[C:26]([O:34][CH2:35][CH:36]2[CH2:37][CH2:38]2)[CH:25]=1. Given the reactants Br[CH2:2][C:3]([O:5][CH2:6][C:7]1[CH:8]=[C:9]([CH:39]=[CH:40][C:41]=1[O:42][CH2:43][CH:44]1[CH2:46][CH2:45]1)[C:10]([O:12][C@H:13]([C:24]1[CH:29]=[CH:28][C:27]([O:30][CH:31]([F:33])[F:32])=[C:26]([O:34][CH2:35][CH:36]2[CH2:38][CH2:37]2)[CH:25]=1)[CH2:14][C:15]1[C:20]([Cl:21])=[CH:19][N+:18]([O-:22])=[CH:17][C:16]=1[Cl:23])=[O:11])=[O:4].[NH:47]1[CH2:52][CH2:51][CH:50]([OH:53])[CH2:49][CH2:48]1.C([O-])([O-])=O.[K+].[K+], predict the reaction product.